This data is from Experimentally validated miRNA-target interactions with 360,000+ pairs, plus equal number of negative samples. The task is: Binary Classification. Given a miRNA mature sequence and a target amino acid sequence, predict their likelihood of interaction. (1) The miRNA is mmu-miR-503-5p with sequence UAGCAGCGGGAACAGUACUGCAG. The protein sequence of the target gene is MLSFLRRTLGRRSMRKHAEKERLREAQRAATHIPAAGDAKSIITCRVSLLDGTDVSVDLPKKAKGQELFDQIMYHLDLIESDYFGLRFMDSAQVAHWLDGTKSIKKQVKIGSPYCLHLRVKFYSSEPNNLREELTRYLFVLQLKQDILSGKLECPFDTAVQLAAYNLQAELGDYDLAEHSPELVSEFRFVPIQTEEMELAIFEKWKEYRGQTPAQAETNYLNKAKWLEMYGVDMHVVKARDGNDYSLGLTPTGVLVFEGETKIGLFFWPKITRLDFKKNKLTLVVVEDDDQGKEQEHTFV.... Result: 0 (no interaction). (2) The miRNA is mmu-miR-329-3p with sequence AACACACCCAGCUAACCUUUUU. The protein sequence of the target gene is MSEGSAGDPGHGSSRQRAVHPENLSLGSSCFSPPVNFLQELPSYRSVARRRTNILSRDKQSGTLLKPTDSFSCQLDGGITENLNSQSIRKYALNISEKRRLRDIQETQMKYLSEWDQWKRYSSKSWKRFLEKAREMTTHLELWRKDIRSIEGKFGTGIQSYFSFLRFLVVLNLVIFLIIFMLVLLPILLTKYKITNSTFVLIPFKDMDIQCTLYPISSSGLIYFYSYIIDLLSGTGFLEETSLFYGHYTIDGVKFQSFTYDLPLAYLISTIAYLALSLLWIVKRSVEGFKINLIRSEEHF.... Result: 1 (interaction). (3) The miRNA is hsa-miR-3692-3p with sequence GUUCCACACUGACACUGCAGAAGU. The protein sequence of the target gene is MEPPGPSTPTASAAARADHYTPGLRPLPKRRLLYSFALLLAVLQAVFVPVTANPAHNRPAGLQRPEESPSRGPCLAGQYLSEGNCKPCREGIDYTSHSNHSLDSCILCTVCKEDKVVETRCNITTNTVCRCKPGTFEDKDSPEICQSCSNCTDGEEELTSCTPRENRKCVSKTAWASWHKLGLWIGLLVPVVLLIGALLVWKTGAWRQWLLCIKRGCERDPESANSVHSSLLDRQTSSTTNDSNHNTEPGKTQKTGKKLLVPVNGNDSADDLKFIFEYCSDIVPFDSWNRLMRQLGLTDN.... Result: 0 (no interaction). (4) The miRNA is hsa-miR-605-5p with sequence UAAAUCCCAUGGUGCCUUCUCCU. The protein sequence of the target gene is MAAKSDGAAAVAGPGPEGPAGADRGGAGGRGEAAAGIAGPGPVEAGCPGPRYELRDCCWVLCALLVFFSDGATDLWLAASYYLQGQSTYFGLTLLFVLLPSLVVQLLSFRWFVYDYSEPAGTPGPAVSTKDSDIVGAAISTKDSAVAFRTKEGSAELVPRPAPSSAGTYRRRCCRLCVWLLQTLVHLLQLGQVWRYLRALYLGLQSRWRGERLRRHFYWQMLFESADVSMLRLLETFLRSAPQLVLQLSLLVHRGREPELLTALSISASLVSLAWTLASYQKVLRDSRDDKRPLSYKGAV.... Result: 0 (no interaction). (5) The miRNA is hsa-miR-944 with sequence AAAUUAUUGUACAUCGGAUGAG. The protein sequence of the target gene is MWLYLAAFVGLYYLLHWYRERQVVSHLQDKYVFITGCDSGFGNLLARQLDARGLRVLAACLTEKGAEQLRGQTSDRLETVTLDVTKMESIAAATQWVKEHVGDRGLWGLVNNAGILTPITLCEWLNTEDSMNMLKVNLIGVIQVTLSMLPLVRRARGRIVNVSSILGRVAFFVGGYCVSKYGVEAFSDILRREIQHFGVKISIVEPGYFRTGMTNMTQSLERMKQSWKEAPKHIKETYGQQYFDALYNIMKEGLLNCSTNLNLVTDCMEHALTSVHPRTRYSAGWDAKFFFIPLSYLPTS.... Result: 0 (no interaction). (6) The miRNA is hsa-miR-4776-5p with sequence GUGGACCAGGAUGGCAAGGGCU. The protein sequence of the target gene is MTMFKEAVTFKDVAVVFTEEELGLLDVSQRKLYRDVMLENFRNLLSVGHQLSHRDTFHFQREEKFWIMETATQREGNSGGKIQTELESVPETGPHEEWSCQQIWEQTASELTRPQDSISSSQFSTQGDVPSQVDAGLSIIHIGETPSEHGKCKKFFSDVSILDLHQQLHSGKISHTCNEYRKRFCYSSALCLHQKVHMGEKRYKCDVCSKAFSQNSQLQTHQRIHTGEKPFKCEQCGKSFSRRSGMYVHCKLHTGEKPHICEECGKAFIHNSQLREHQRIHTGEKPFKCYICGKSFHSRS.... Result: 1 (interaction). (7) The miRNA is hsa-miR-1298-3p with sequence CAUCUGGGCAACUGACUGAAC. The protein sequence of the target gene is MSVLRSMDKLPDLNRATVLLVSTEDALLQQLAESMLKDDCASELRVHLANSLPLPSNVNRPRIDLIVFVINLHSKYSLQKVEEFLQHVDSSFFLGKVCFLVTGAGQESHCSVHQNTVIKLAHTYRSPLLLCDLQVESFRAAMARRLVRILQICAGHVPGVSALNLMSLLRSPENPPSKEL. Result: 0 (no interaction). (8) The miRNA is hsa-miR-429 with sequence UAAUACUGUCUGGUAAAACCGU. The protein sequence of the target gene is MSKLPADSSVPQTGAANGDRDVPQAEVGRGRREPAPAQPEEAGEGAMAAARGGPVPAAREGRMAAARAAPAAAARGAPVAAAALARAAAAGRESPAAAAAREARMAEVARLLGEPVDEEGPEGRPRSRHGNGGLAALPYLRLRHPLSVLGINYQQFLRHYLENYPIAPGRIQELEERRRRFVEACRAREAAFDAEYQRNPHRVDLDILTFTIALTASEVINPLIEELGCDKFINRE. Result: 0 (no interaction). (9) The miRNA is hsa-miR-6844 with sequence UUCUUUGUUUUUAAUUCACAG. The protein sequence of the target gene is MATPPKRSCPSFSASSEGTRIKKISIEGNIAAGKSTFVNILKQLCEDWEVVPEPVARWCNVQSTQDEFEELTMSQKNGGNVLQMMYEKPERWSFTFQTYACLSRIRAQLASLNGKLKDAEKPVLFFERSVYSDRYIFASNLYESECMNETEWTIYQDWHDWMNNQFGQSLELDGIIYLQATPETCLHRIYLRGRNEEQGIPLEYLEKLHYKHESWLLHRTLKTNFDYLQEVPILTLDVNEDFKDKYESLVEKVKEFLSTL. Result: 1 (interaction). (10) The miRNA is dme-miR-9a-5p with sequence UCUUUGGUUAUCUAGCUGUAUGA. The protein sequence of the target gene is MPTRVCCCCSALRPRYKRLVDNIFPEDPKDGLVKADMEKLTFYAVSAPEKLDRIGAYLAERLSRDVVRHRSGYVLIAMEALDQLLMACHSQSIKPFVESFLHMVAKLLESGEPKLQVLGTNSFVKFANIEEDTPSYHRRYDFFVSRFSAMCHSCHSDPEIRTEIRIAGIRGIQGVVRKTVNDELRATIWEPQHMDKIVPSLLFNMQKIEEVDSRLGPPSSPSAADKEENPAVLAESCFRELLGRATFGNMNNAVRPVFAHLDHHKLWDPNEFAVHCFKIIMYSIQAQYSHHVIQEILGHL.... Result: 0 (no interaction).